This data is from Peptide-MHC class II binding affinity with 134,281 pairs from IEDB. The task is: Regression. Given a peptide amino acid sequence and an MHC pseudo amino acid sequence, predict their binding affinity value. This is MHC class II binding data. (1) The peptide sequence is LQGPFNFRFLTEKGM. The MHC is HLA-DQA10101-DQB10501 with pseudo-sequence HLA-DQA10101-DQB10501. The binding affinity (normalized) is 0.0990. (2) The peptide sequence is EWVAMTKGEGGVWTF. The MHC is HLA-DPA10201-DPB10501 with pseudo-sequence HLA-DPA10201-DPB10501. The binding affinity (normalized) is 0. (3) The peptide sequence is YDKCLANVSTVLTGK. The MHC is DRB1_0701 with pseudo-sequence DRB1_0701. The binding affinity (normalized) is 0.578.